Regression/Classification. Given a drug SMILES string, predict its absorption, distribution, metabolism, or excretion properties. Task type varies by dataset: regression for continuous measurements (e.g., permeability, clearance, half-life) or binary classification for categorical outcomes (e.g., BBB penetration, CYP inhibition). Dataset: cyp1a2_veith. From a dataset of CYP1A2 inhibition data for predicting drug metabolism from PubChem BioAssay. The compound is COC(=O)[C@H]1C[C@@H]1[C@H](NC(=O)Oc1ccc(F)cc1)c1ccccc1. The result is 1 (inhibitor).